Task: Predict the reactants needed to synthesize the given product.. Dataset: Full USPTO retrosynthesis dataset with 1.9M reactions from patents (1976-2016) The reactants are: BrC1C=C[C:12]2[C:11]3[C:6](=CC(Br)=[CH:9][CH:10]=3)[C:5]([CH2:23][CH2:24][CH2:25][CH2:26][CH2:27][CH2:28][Br:29])([CH2:16][CH2:17][CH2:18][CH2:19][CH2:20][CH2:21][Br:22])[C:4]=2C=1.[C:30]([C:34]1[CH:39]=[CH:38][CH:37]=[C:36](C(C)(C)C)[C:35]=1O)([CH3:33])(C)C.[CH2:45](C([Sn])=C(CCCC)CCCC)[CH2:46]CC.[F-].[K+]. Given the product [Br:22][CH2:21][CH2:20][CH2:19][CH2:18][CH2:17][CH2:16][C:5]1([CH2:23][CH2:24][CH2:25][CH2:26][CH2:27][CH2:28][Br:29])[C:35]2[CH:36]=[C:37]([CH:45]=[CH2:46])[CH:38]=[CH:39][C:34]=2[C:30]2[C:4]1=[CH:12][C:11]([CH:10]=[CH2:9])=[CH:6][CH:33]=2, predict the reactants needed to synthesize it.